This data is from Forward reaction prediction with 1.9M reactions from USPTO patents (1976-2016). The task is: Predict the product of the given reaction. (1) The product is: [CH2:13]([C:11]1[N:12]=[C:8]([NH2:7])[S:9][C:10]=1[S:15][CH3:16])[CH3:14]. Given the reactants C(OC(=O)[NH:7][C:8]1[S:9][C:10]([S:15][CH3:16])=[C:11]([CH2:13][CH3:14])[N:12]=1)(C)(C)C, predict the reaction product. (2) Given the reactants [C:1]([C:3]1[CH:9]=[CH:8][C:6]([NH2:7])=[CH:5][CH:4]=1)#[CH:2].C(N(CC)CC)C.[C:17](Cl)(=[O:19])[CH3:18], predict the reaction product. The product is: [C:1]([C:3]1[CH:9]=[CH:8][C:6]([NH:7][C:17](=[O:19])[CH3:18])=[CH:5][CH:4]=1)#[CH:2]. (3) Given the reactants N1C=[CH:5][CH:4]=[N:3][C:2]=1[N:7]1[C:15]2[CH2:14][CH2:13][NH:12][CH2:11][C:10]=2[N:9]=[N:8]1.[F:16][C:17]1[C:25]([C:26]([F:29])([F:28])[F:27])=[CH:24][CH:23]=[CH:22][C:18]=1[C:19](O)=[O:20].ClC1C(C(F)(F)F)=CC=CC=1C(O)=O.C(Cl)Cl.[CH3:47][N:48](C=O)C, predict the reaction product. The product is: [F:16][C:17]1[C:25]([C:26]([F:29])([F:28])[F:27])=[CH:24][CH:23]=[CH:22][C:18]=1[C:19]([N:12]1[CH2:13][CH2:14][C:15]2[N:7]([C:2]3[CH:47]=[N:48][CH:5]=[CH:4][N:3]=3)[N:8]=[N:9][C:10]=2[CH2:11]1)=[O:20]. (4) Given the reactants [Cl:1][C:2]1[CH:7]=[CH:6][C:5]([C:8]2[N:9]([CH2:14][C@H:15]([OH:20])[C:16]([F:19])([F:18])[F:17])[C:10](=[O:13])[NH:11][N:12]=2)=[CH:4][CH:3]=1.C(=O)([O-])[O-].[K+].[K+].Br[CH2:28][C:29]1[N:30]=[CH:31][N:32]([C:34]2[CH:39]=[CH:38][CH:37]=[CH:36][C:35]=2[Cl:40])[CH:33]=1.O, predict the reaction product. The product is: [Cl:1][C:2]1[CH:7]=[CH:6][C:5]([C:8]2[N:9]([CH2:14][C@H:15]([OH:20])[C:16]([F:18])([F:19])[F:17])[C:10](=[O:13])[N:11]([CH2:28][C:29]3[N:30]=[CH:31][N:32]([C:34]4[CH:39]=[CH:38][CH:37]=[CH:36][C:35]=4[Cl:40])[CH:33]=3)[N:12]=2)=[CH:4][CH:3]=1. (5) The product is: [C:1]([O:5][CH:6]([C:10]1[N:14]([CH3:15])[N:13]=[C:12]([CH:16]2[CH2:20][CH2:19][CH2:18][CH2:17]2)[C:11]=1[C:21]1[CH:22]=[CH:23][C:24]2[O:29][CH2:28][CH2:27][CH2:26][C:25]=2[CH:30]=1)[C:7]([OH:9])=[O:8])([CH3:4])([CH3:2])[CH3:3]. Given the reactants [C:1]([O:5][CH:6]([C:10]1[N:14]([CH3:15])[N:13]=[C:12]([C:16]2[CH2:20][CH2:19][CH2:18][CH:17]=2)[C:11]=1[C:21]1[CH:22]=[CH:23][C:24]2[O:29][CH2:28][CH2:27][CH2:26][C:25]=2[CH:30]=1)[C:7]([OH:9])=[O:8])([CH3:4])([CH3:3])[CH3:2], predict the reaction product. (6) Given the reactants CC(C)(C)C(O[N:6]1[CH2:11][CH:10]=[C:9](B2OC(C)(C)C(C)(C)O2)[CH2:8][CH2:7]1)=O.[C:23]([O-:26])([O-])=[O:24].[K+].[K+].Br[C:30]1[CH:31]=[C:32]([NH:37][C:38](=[O:42])[CH:39]([CH3:41])[CH3:40])[CH:33]=[CH:34][C:35]=1[CH3:36], predict the reaction product. The product is: [C:38]([NH:37][C:32]1[CH:31]=[CH:30][C:35]([CH3:36])=[C:34]([C:9]2[CH2:8][CH2:7][N:6]([C:23]([O:26][C:35]([CH3:36])([CH3:34])[CH3:30])=[O:24])[CH2:11][CH:10]=2)[CH:33]=1)(=[O:42])[CH:39]([CH3:41])[CH3:40].